This data is from Retrosynthesis with 50K atom-mapped reactions and 10 reaction types from USPTO. The task is: Predict the reactants needed to synthesize the given product. The reactants are: CC(=O)OC(C)=O.NC1CCc2c([N+](=O)[O-])cc3[nH]c(=O)c(=O)[nH]c3c2C1. Given the product CC(=O)NC1CCc2c([N+](=O)[O-])cc3[nH]c(=O)c(=O)[nH]c3c2C1, predict the reactants needed to synthesize it.